This data is from Reaction yield outcomes from USPTO patents with 853,638 reactions. The task is: Predict the reaction yield, written as a fraction of the theoretical maximum amount of product (1.0 means a 100% yield; for example, 0.34 means a 34% yield). The yield is 0.720. The catalyst is ClCCl. The reactants are [C:1]([O:5][C:6]([NH:8][CH2:9][CH:10]1[CH2:19][CH2:18][C:17]2[C:12](=[CH:13][CH:14]=[C:15]([C:20](OC)=[O:21])[CH:16]=2)[CH2:11]1)=[O:7])([CH3:4])([CH3:3])[CH3:2].[H-].C([Al+]CC(C)C)C(C)C.CCCCCC.CO. The product is [C:1]([O:5][C:6]([NH:8][CH2:9][CH:10]1[CH2:19][CH2:18][C:17]2[C:12](=[CH:13][CH:14]=[C:15]([CH2:20][OH:21])[CH:16]=2)[CH2:11]1)=[O:7])([CH3:4])([CH3:2])[CH3:3].